This data is from Forward reaction prediction with 1.9M reactions from USPTO patents (1976-2016). The task is: Predict the product of the given reaction. (1) Given the reactants Cl[C:2]1[CH:3]=[C:4]([C:9]2[N:13]3[C:14]4[N:22]=[C:21]([O:23][CH3:24])[CH:20]=[CH:19][C:15]=4[N:16]=[C:17]([CH3:18])[C:12]3=[C:11]([CH3:25])[N:10]=2)[CH:5]=[C:6](Cl)[CH:7]=1.[CH3:26][O:27][NH:28][C:29](C1C=C(B(O)O)C=CC=1)=[O:30].C([O-])([O-])=O.[K+].[K+], predict the reaction product. The product is: [CH3:26][O:27][NH:28][C:29](=[O:30])[C:6]1[CH:7]=[CH:2][CH:3]=[C:4]([C:9]2[N:13]3[C:14]4[N:22]=[C:21]([O:23][CH3:24])[CH:20]=[CH:19][C:15]=4[N:16]=[C:17]([CH3:18])[C:12]3=[C:11]([CH3:25])[N:10]=2)[CH:5]=1. (2) Given the reactants [F:1][C:2]1[CH:3]=[C:4]2[C:8](=[CH:9][CH:10]=1)[N:7]([S:11]([C:14]1[CH:19]=[CH:18][C:17]([CH3:20])=[CH:16][CH:15]=1)(=[O:13])=[O:12])[CH:6]=[CH:5]2.[Cl:21][S:22](O)(=[O:24])=[O:23], predict the reaction product. The product is: [F:1][C:2]1[CH:3]=[C:4]2[C:8](=[CH:9][CH:10]=1)[N:7]([S:11]([C:14]1[CH:19]=[CH:18][C:17]([CH3:20])=[CH:16][CH:15]=1)(=[O:13])=[O:12])[CH:6]=[C:5]2[S:22]([Cl:21])(=[O:24])=[O:23].